Dataset: Reaction yield outcomes from USPTO patents with 853,638 reactions. Task: Predict the reaction yield, written as a fraction of the theoretical maximum amount of product (1.0 means a 100% yield; for example, 0.34 means a 34% yield). (1) The reactants are F[C:2]1[CH:7]=[CH:6][C:5]([N+:8]([O-:10])=[O:9])=[CH:4][C:3]=1[CH3:11].[CH3:12][N:13]1[CH2:18][CH2:17][NH:16][CH2:15][CH2:14]1.[Na+].[Cl-]. The catalyst is CN1CCCC1=O. The product is [CH3:12][N:13]1[CH2:18][CH2:17][N:16]([C:2]2[CH:7]=[CH:6][C:5]([N+:8]([O-:10])=[O:9])=[CH:4][C:3]=2[CH3:11])[CH2:15][CH2:14]1. The yield is 0.920. (2) The reactants are [Cl:1][C:2]1[CH:7]=[CH:6][C:5]([C:8]2[C:14]3[CH:15]=[C:16]([O:19][CH3:20])[CH:17]=[CH:18][C:13]=3[N:12]3[C:21]([CH3:24])=[N:22][N:23]=[C:11]3[C@H:10]([CH2:25][C:26](O)=[O:27])[N:9]=2)=[CH:4][CH:3]=1.CCN=C=NCCCN(C)C.[NH2:40][CH2:41][CH2:42][O:43][CH2:44][CH2:45][O:46][CH2:47][CH2:48][O:49][CH2:50][CH2:51][O:52][CH2:53][CH2:54][O:55][CH2:56][CH2:57][O:58][CH2:59][CH2:60][O:61][C:62]1[CH:63]=[CH:64][C:65]2[N:71]3[C:72]([CH3:75])=[N:73][N:74]=[C:70]3[C@H:69]([CH2:76][C:77]([NH:79][CH2:80][CH3:81])=[O:78])[N:68]=[C:67]([C:82]3[CH:87]=[CH:86][C:85]([Cl:88])=[CH:84][CH:83]=3)[C:66]=2[CH:89]=1. The product is [Cl:88][C:85]1[CH:86]=[CH:87][C:82]([C:67]2[C:66]3[CH:89]=[C:62]([O:61][CH2:60][CH2:59][O:58][CH2:57][CH2:56][O:55][CH2:54][CH2:53][O:52][CH2:51][CH2:50][O:49][CH2:48][CH2:47][O:46][CH2:45][CH2:44][O:43][CH2:42][CH2:41][NH:40][C:26](=[O:27])[CH2:25][C@@H:10]4[N:9]=[C:8]([C:5]5[CH:6]=[CH:7][C:2]([Cl:1])=[CH:3][CH:4]=5)[C:14]5[CH:15]=[C:16]([O:19][CH3:20])[CH:17]=[CH:18][C:13]=5[N:12]5[C:21]([CH3:24])=[N:22][N:23]=[C:11]45)[CH:63]=[CH:64][C:65]=3[N:71]3[C:72]([CH3:75])=[N:73][N:74]=[C:70]3[C@H:69]([CH2:76][C:77]([NH:79][CH2:80][CH3:81])=[O:78])[N:68]=2)=[CH:83][CH:84]=1. The yield is 0.274. The catalyst is C(Cl)Cl.CN(C1C=CN=CC=1)C. (3) The reactants are [CH3:1][O:2][C:3]([C:5]1([C:8]2[CH:13]=[CH:12][C:11]([O:14]C)=[C:10]([N+:16]([O-:18])=[O:17])[CH:9]=2)[CH2:7][CH2:6]1)=[O:4].B(Br)(Br)Br.O. The catalyst is C(Cl)Cl. The product is [CH3:1][O:2][C:3]([C:5]1([C:8]2[CH:13]=[CH:12][C:11]([OH:14])=[C:10]([N+:16]([O-:18])=[O:17])[CH:9]=2)[CH2:6][CH2:7]1)=[O:4]. The yield is 0.780. (4) The reactants are [Cl:1][C:2]1[CH:3]=[C:4]([CH2:8][C:9]([C:11]2[CH:16]=[CH:15][CH:14]=[CH:13][CH:12]=2)=O)[CH:5]=[CH:6][CH:7]=1.[CH2:17]([O:19][C:20]1[CH:21]=[C:22]([CH:25]=[C:26]([N+:29]([O-:31])=[O:30])[C:27]=1[OH:28])[CH:23]=O)[CH3:18].[NH2:32][C:33]([NH2:35])=[O:34].Cl. The catalyst is CCO.CO.CCOC(C)=O. The product is [Cl:1][C:2]1[CH:3]=[C:4]([C:8]2[CH:23]([C:22]3[CH:25]=[C:26]([N+:29]([O-:31])=[O:30])[C:27]([OH:28])=[C:20]([O:19][CH2:17][CH3:18])[CH:21]=3)[NH:32][C:33](=[O:34])[NH:35][C:9]=2[C:11]2[CH:16]=[CH:15][CH:14]=[CH:13][CH:12]=2)[CH:5]=[CH:6][CH:7]=1. The yield is 0.223. (5) The reactants are [CH3:1][O:2][C:3](=[O:23])[CH2:4][NH:5][C:6]([C:8]1[C:13]([OH:14])=[CH:12][C:11](OS(C(F)(F)F)(=O)=O)=[CH:10][N:9]=1)=[O:7].[Cl:24][C:25]1[CH:26]=[C:27](B(O)O)[CH:28]=[CH:29][CH:30]=1.[O-]P([O-])([O-])=O.[K+].[K+].[K+]. The catalyst is O1CCOCC1.C1C=CC(P(C2C=CC=CC=2)[C-]2C=CC=C2)=CC=1.C1C=CC(P(C2C=CC=CC=2)[C-]2C=CC=C2)=CC=1.Cl[Pd]Cl.[Fe+2]. The product is [CH3:1][O:2][C:3](=[O:23])[CH2:4][NH:5][C:6]([C:8]1[C:13]([OH:14])=[CH:12][C:11]([C:29]2[CH:28]=[CH:27][CH:26]=[C:25]([Cl:24])[CH:30]=2)=[CH:10][N:9]=1)=[O:7]. The yield is 0.530.